This data is from NCI-60 drug combinations with 297,098 pairs across 59 cell lines. The task is: Regression. Given two drug SMILES strings and cell line genomic features, predict the synergy score measuring deviation from expected non-interaction effect. (1) Drug 1: CC1C(C(CC(O1)OC2CC(OC(C2O)C)OC3=CC4=CC5=C(C(=O)C(C(C5)C(C(=O)C(C(C)O)O)OC)OC6CC(C(C(O6)C)O)OC7CC(C(C(O7)C)O)OC8CC(C(C(O8)C)O)(C)O)C(=C4C(=C3C)O)O)O)O. Drug 2: CN1C2=C(C=C(C=C2)N(CCCl)CCCl)N=C1CCCC(=O)O.Cl. Cell line: BT-549. Synergy scores: CSS=63.8, Synergy_ZIP=-0.265, Synergy_Bliss=-1.58, Synergy_Loewe=-26.2, Synergy_HSA=-1.77. (2) Drug 1: CC(C1=C(C=CC(=C1Cl)F)Cl)OC2=C(N=CC(=C2)C3=CN(N=C3)C4CCNCC4)N. Drug 2: CCC1=C2CN3C(=CC4=C(C3=O)COC(=O)C4(CC)O)C2=NC5=C1C=C(C=C5)O. Cell line: 786-0. Synergy scores: CSS=56.8, Synergy_ZIP=5.45, Synergy_Bliss=6.04, Synergy_Loewe=-32.0, Synergy_HSA=6.25. (3) Synergy scores: CSS=47.1, Synergy_ZIP=-4.35, Synergy_Bliss=-9.73, Synergy_Loewe=-27.9, Synergy_HSA=-10.2. Drug 2: CC(C)NC(=O)C1=CC=C(C=C1)CNNC.Cl. Cell line: MOLT-4. Drug 1: C1C(C(OC1N2C=NC3=C(N=C(N=C32)Cl)N)CO)O. (4) Synergy scores: CSS=24.5, Synergy_ZIP=-2.31, Synergy_Bliss=-3.35, Synergy_Loewe=-50.1, Synergy_HSA=-7.90. Drug 2: B(C(CC(C)C)NC(=O)C(CC1=CC=CC=C1)NC(=O)C2=NC=CN=C2)(O)O. Drug 1: COC1=NC(=NC2=C1N=CN2C3C(C(C(O3)CO)O)O)N. Cell line: SK-OV-3. (5) Drug 1: CC1=C(C(=O)C2=C(C1=O)N3CC4C(C3(C2COC(=O)N)OC)N4)N. Synergy scores: CSS=73.4, Synergy_ZIP=3.60, Synergy_Bliss=3.26, Synergy_Loewe=7.12, Synergy_HSA=11.7. Drug 2: CC(C)(C#N)C1=CC=C(C=C1)N2C3=C4C=C(C=CC4=NC=C3N(C2=O)C)C5=CC6=CC=CC=C6N=C5. Cell line: SW-620. (6) Drug 1: CNC(=O)C1=CC=CC=C1SC2=CC3=C(C=C2)C(=NN3)C=CC4=CC=CC=N4. Drug 2: CC1=C2C(C(=O)C3(C(CC4C(C3C(C(C2(C)C)(CC1OC(=O)C(C(C5=CC=CC=C5)NC(=O)OC(C)(C)C)O)O)OC(=O)C6=CC=CC=C6)(CO4)OC(=O)C)OC)C)OC. Cell line: SK-MEL-28. Synergy scores: CSS=29.5, Synergy_ZIP=6.81, Synergy_Bliss=4.95, Synergy_Loewe=-12.8, Synergy_HSA=2.62.